Dataset: Forward reaction prediction with 1.9M reactions from USPTO patents (1976-2016). Task: Predict the product of the given reaction. (1) Given the reactants [CH3:1][O:2][C:3]([C:5]1[S:6][C:7]([CH:11](OCC)[O:12]CC)=[CH:8][C:9]=1[CH3:10])=[O:4].C(O)=O, predict the reaction product. The product is: [CH3:1][O:2][C:3]([C:5]1[S:6][C:7]([CH:11]=[O:12])=[CH:8][C:9]=1[CH3:10])=[O:4]. (2) The product is: [Br:8][C:3]1[C:4]([CH3:7])=[N:5][O:6][C:2]=1[NH:1][S:15]([C:10]1[C:9]([C:19]2[CH:20]=[CH:21][CH:22]=[CH:23][CH:24]=2)=[CH:14][CH:13]=[CH:12][CH:11]=1)(=[O:17])=[O:16]. Given the reactants [NH2:1][C:2]1[O:6][N:5]=[C:4]([CH3:7])[C:3]=1[Br:8].[C:9]1([C:19]2[CH:24]=[CH:23][CH:22]=[CH:21][CH:20]=2)[C:10]([S:15](Cl)(=[O:17])=[O:16])=[CH:11][CH:12]=[CH:13][CH:14]=1, predict the reaction product.